Dataset: Catalyst prediction with 721,799 reactions and 888 catalyst types from USPTO. Task: Predict which catalyst facilitates the given reaction. (1) Reactant: [Cl:1][C:2]1[CH:7]=[CH:6][C:5]([CH2:8][C:9]#[N:10])=[CH:4][CH:3]=1.[H-].[Na+].C([O:15][C:16]([CH:18]1[CH2:20][CH2:19]1)=O)C.C(O)(=O)C. Product: [Cl:1][C:2]1[CH:7]=[CH:6][C:5]([CH:8]([C:16]([CH:18]2[CH2:20][CH2:19]2)=[O:15])[C:9]#[N:10])=[CH:4][CH:3]=1. The catalyst class is: 20. (2) Reactant: [Br:1][C:2]1[CH:3]=[CH:4][C:5]([F:35])=[C:6]([C@:8]2([CH3:34])[C@H:14]3[C@:12]([C:15]([OH:17])=O)([CH2:13]3)[S:11][C:10]([N:18]([C:27]([O:29][C:30]([CH3:33])([CH3:32])[CH3:31])=[O:28])[CH2:19][O:20][CH2:21][CH2:22][Si:23]([CH3:26])([CH3:25])[CH3:24])=[N:9]2)[CH:7]=1.[C:36]([NH2:40])([CH3:39])([CH3:38])[CH3:37].CCN(C(C)C)C(C)C.CN(C(ON1N=NC2C=CC=NC1=2)=[N+](C)C)C.F[P-](F)(F)(F)(F)F. Product: [C:30]([O:29][C:27](=[O:28])[N:18]([C:10]1[S:11][C@:12]2([C:15](=[O:17])[NH:40][C:36]([CH3:39])([CH3:38])[CH3:37])[C@H:14]([C@:8]([C:6]3[CH:7]=[C:2]([Br:1])[CH:3]=[CH:4][C:5]=3[F:35])([CH3:34])[N:9]=1)[CH2:13]2)[CH2:19][O:20][CH2:21][CH2:22][Si:23]([CH3:24])([CH3:25])[CH3:26])([CH3:31])([CH3:32])[CH3:33]. The catalyst class is: 3. (3) Reactant: [NH2:1][C@@H:2]1[CH2:6][CH2:5][N:4]([C:7](OC(C)(C)C)=O)[CH2:3]1.C([N:16](CC)CC)C.[CH3:21][C:22]1[CH:27]=[CH:26][C:25]([CH3:28])=[CH:24][C:23]=1[S:29](Cl)(=[O:31])=[O:30].CCN(C(C)C)C(C)C.BrC#N. Product: [C:7]([N:4]1[CH2:5][CH2:6][C@@H:2]([NH:1][S:29]([C:23]2[CH:24]=[C:25]([CH3:28])[CH:26]=[CH:27][C:22]=2[CH3:21])(=[O:31])=[O:30])[CH2:3]1)#[N:16]. The catalyst class is: 18. (4) Reactant: [Br:1][C:2]1[CH:14]=[CH:13][C:5]([CH2:6][O:7][CH2:8][C@@H:9]([CH3:12])[CH2:10][OH:11])=[CH:4][CH:3]=1.N1C=CN=C1.[CH:20]([Si:23]([CH:28]([CH3:30])[CH3:29])([CH:25]([CH3:27])[CH3:26])Cl)([CH3:22])[CH3:21]. Product: [Br:1][C:2]1[CH:3]=[CH:4][C:5]([CH2:6][O:7][CH2:8][C@@H:9]([CH3:12])[CH2:10][O:11][Si:23]([CH:28]([CH3:30])[CH3:29])([CH:25]([CH3:27])[CH3:26])[CH:20]([CH3:22])[CH3:21])=[CH:13][CH:14]=1. The catalyst class is: 2. (5) Reactant: [Br:1][C:2]1[CH:7]=[C:6](B(O)O)[C:5]([F:11])=[CH:4][N:3]=1.[F:12][C:13]1[CH:18]=[CH:17][C:16]([F:19])=[CH:15][C:14]=1[CH:20]=[CH2:21].C(=O)([O-])[O-].[Na+].[Na+]. Product: [Br:1][C:2]1[CH:7]=[C:6](/[CH:21]=[CH:20]/[C:14]2[CH:15]=[C:16]([F:19])[CH:17]=[CH:18][C:13]=2[F:12])[C:5]([F:11])=[CH:4][N:3]=1. The catalyst class is: 613.